Predict the reaction yield, written as a fraction of the theoretical maximum amount of product (1.0 means a 100% yield; for example, 0.34 means a 34% yield). From a dataset of Reaction yield outcomes from USPTO patents with 853,638 reactions. The reactants are [F:1][C:2]1[CH:20]=[C:19]([N+:21]([O-])=O)[CH:18]=[CH:17][C:3]=1[O:4][C:5]1[CH:10]=[CH:9][N:8]=[C:7]2[CH:11]=[C:12]([C:14](Cl)=[O:15])[S:13][C:6]=12.[CH2:24]([NH:28][CH2:29][CH:30]([CH3:32])[CH3:31])[CH:25]([CH3:27])[CH3:26].Cl.[C:34]1([CH2:40][C:41]([N:43]=[C:44]=[S:45])=[O:42])[CH:39]=[CH:38][CH:37]=[CH:36][CH:35]=1. The catalyst is C(Cl)Cl.C1COCC1.[Fe].CO. The product is [F:1][C:2]1[CH:20]=[C:19]([NH:21][C:44]([NH:43][C:41](=[O:42])[CH2:40][C:34]2[CH:35]=[CH:36][CH:37]=[CH:38][CH:39]=2)=[S:45])[CH:18]=[CH:17][C:3]=1[O:4][C:5]1[CH:10]=[CH:9][N:8]=[C:7]2[CH:11]=[C:12]([C:14]([N:28]([CH2:29][CH:30]([CH3:32])[CH3:31])[CH2:24][CH:25]([CH3:27])[CH3:26])=[O:15])[S:13][C:6]=12. The yield is 0.180.